Task: Regression. Given a peptide amino acid sequence and an MHC pseudo amino acid sequence, predict their binding affinity value. This is MHC class II binding data.. Dataset: Peptide-MHC class II binding affinity with 134,281 pairs from IEDB (1) The peptide sequence is FLQRSVSTVCSRISRHHHHHH. The MHC is DRB3_0301 with pseudo-sequence DRB3_0301. The binding affinity (normalized) is 0.719. (2) The peptide sequence is TMTRPILRLLVLAVL. The MHC is DRB1_0405 with pseudo-sequence DRB1_0405. The binding affinity (normalized) is 0.712. (3) The peptide sequence is EKKYFACTQFEPLAA. The MHC is HLA-DQA10501-DQB10201 with pseudo-sequence HLA-DQA10501-DQB10201. The binding affinity (normalized) is 0.418.